Dataset: NCI-60 drug combinations with 297,098 pairs across 59 cell lines. Task: Regression. Given two drug SMILES strings and cell line genomic features, predict the synergy score measuring deviation from expected non-interaction effect. (1) Drug 1: CNC(=O)C1=CC=CC=C1SC2=CC3=C(C=C2)C(=NN3)C=CC4=CC=CC=N4. Drug 2: CC(CN1CC(=O)NC(=O)C1)N2CC(=O)NC(=O)C2. Cell line: SF-539. Synergy scores: CSS=17.5, Synergy_ZIP=-4.73, Synergy_Bliss=-2.87, Synergy_Loewe=1.56, Synergy_HSA=1.97. (2) Drug 1: CCN(CC)CCCC(C)NC1=C2C=C(C=CC2=NC3=C1C=CC(=C3)Cl)OC. Drug 2: B(C(CC(C)C)NC(=O)C(CC1=CC=CC=C1)NC(=O)C2=NC=CN=C2)(O)O. Cell line: PC-3. Synergy scores: CSS=55.1, Synergy_ZIP=3.82, Synergy_Bliss=10.5, Synergy_Loewe=-10.1, Synergy_HSA=8.67. (3) Drug 1: CS(=O)(=O)OCCCCOS(=O)(=O)C. Drug 2: CC1=C(C(=O)C2=C(C1=O)N3CC4C(C3(C2COC(=O)N)OC)N4)N. Cell line: SF-295. Synergy scores: CSS=65.4, Synergy_ZIP=1.88, Synergy_Bliss=3.36, Synergy_Loewe=-31.6, Synergy_HSA=6.28.